Dataset: Forward reaction prediction with 1.9M reactions from USPTO patents (1976-2016). Task: Predict the product of the given reaction. (1) Given the reactants [I:1][C:2]1[CH:11]=[CH:10][CH:9]=[C:8]2[C:3]=1[CH2:4][CH2:5][N:6]1[C:16](=[O:17])[CH2:15][NH:14][C:13](=O)[C:12]([CH3:19])=[C:7]12.O=P(Cl)(Cl)Cl.[CH:25]1([C:28]2[N:29]=[CH:30][NH:31][CH:32]=2)[CH2:27][CH2:26]1.N1C=CC=CC=1, predict the reaction product. The product is: [CH:25]1([C:28]2[N:29]=[CH:30][N:31]([C:13]3[C:12]([CH3:19])=[C:7]4[C:8]5[C:3]([CH2:4][CH2:5][N:6]4[C:16](=[O:17])[CH2:15][N:14]=3)=[C:2]([I:1])[CH:11]=[CH:10][CH:9]=5)[CH:32]=2)[CH2:27][CH2:26]1. (2) The product is: [C:7]1([C:5]2[N:6]3[CH:19]=[C:20]([C:22]4[CH:23]=[CH:24][CH:25]=[CH:26][CH:27]=4)[N:1]=[C:2]3[S:3][C:4]=2[C:13]([O:15][CH2:16][CH3:17])=[O:14])[CH:12]=[CH:11][CH:10]=[CH:9][CH:8]=1. Given the reactants [NH2:1][C:2]1[S:3][C:4]([C:13]([O:15][CH2:16][CH3:17])=[O:14])=[C:5]([C:7]2[CH:12]=[CH:11][CH:10]=[CH:9][CH:8]=2)[N:6]=1.Br[CH2:19][C:20]([C:22]1[CH:23]=[C+:24][CH:25]=[CH:26][CH:27]=1)=O, predict the reaction product.